From a dataset of Full USPTO retrosynthesis dataset with 1.9M reactions from patents (1976-2016). Predict the reactants needed to synthesize the given product. (1) The reactants are: Br[C:2]1[N:6]2[C:7]3[C:12]([N:13]=[C:14]([CH3:15])[C:5]2=[C:4]([CH3:19])[N:3]=1)=[C:11]([F:16])[CH:10]=[C:9]([O:17][CH3:18])[CH:8]=3.[F:20][C:21]1[C:22]([CH3:30])=[C:23](B(O)O)[CH:24]=[CH:25][CH:26]=1.C([O-])([O-])=O.[K+].[K+]. Given the product [F:16][C:11]1[CH:10]=[C:9]([O:17][CH3:18])[CH:8]=[C:7]2[C:12]=1[N:13]=[C:14]([CH3:15])[C:5]1[N:6]2[C:2]([C:23]2[CH:24]=[CH:25][CH:26]=[C:21]([F:20])[C:22]=2[CH3:30])=[N:3][C:4]=1[CH3:19], predict the reactants needed to synthesize it. (2) Given the product [CH:1]1[C:9]2[C:8]3[CH:10]=[CH:11][CH:12]=[CH:13][C:7]=3[S:6][C:5]=2[C:4]([OH:23])=[CH:3][CH:2]=1, predict the reactants needed to synthesize it. The reactants are: [CH:1]1[C:9]2[C:8]3[CH:10]=[CH:11][CH:12]=[CH:13][C:7]=3[S:6][C:5]=2[CH:4]=[CH:3][CH:2]=1.C([Li])(C)(C)C.C([Mg]Br)C.[O:23]=O. (3) The reactants are: [CH2:1]([N:3]=[C:4]=[S:5])[CH3:2].[NH:6]1[CH2:11][CH2:10][CH:9]([C:12]([O:14][CH2:15][CH3:16])=[O:13])[CH2:8][CH2:7]1.[CH2:17]1COCC1. Given the product [CH2:1]([N:3]=[C:4]([S:5][CH3:17])[N:6]1[CH2:11][CH2:10][CH:9]([C:12]([O:14][CH2:15][CH3:16])=[O:13])[CH2:8][CH2:7]1)[CH3:2], predict the reactants needed to synthesize it. (4) Given the product [CH2:5]([O:7][C:8](=[O:22])[C:9]1[CH:10]=[CH:11][C:12]([CH:19]=[O:20])=[C:13]([C:15]([F:17])([F:16])[F:18])[CH:14]=1)[CH3:6], predict the reactants needed to synthesize it. The reactants are: N([O-])=O.[Na+].[CH2:5]([O:7][C:8](=[O:22])[C:9]1[CH:14]=[C:13]([C:15]([F:18])([F:17])[F:16])[C:12]([CH:19]=[O:20])=[CH:11][C:10]=1N)[CH3:6].C(=O)(O)[O-].[Na+].